This data is from Forward reaction prediction with 1.9M reactions from USPTO patents (1976-2016). The task is: Predict the product of the given reaction. (1) Given the reactants CO[C:3]([CH:5]1[C:10](=O)[CH2:9][CH2:8][N:7]([C:12]2[CH:13]=[N:14][C:15]([O:19][CH3:20])=[C:16]([CH3:18])[CH:17]=2)[CH2:6]1)=[O:4].C(O)(=O)C.[CH:25]([NH2:27])=[NH:26].C[O-].[Na+].C(O)(=O)C, predict the reaction product. The product is: [CH3:20][O:19][C:15]1[N:14]=[CH:13][C:12]([N:7]2[CH2:8][CH2:9][C:10]3[N:26]=[CH:25][N:27]=[C:3]([OH:4])[C:5]=3[CH2:6]2)=[CH:17][C:16]=1[CH3:18]. (2) The product is: [OH:1][C:2]1[CH:10]=[CH:9][C:5]([C:6]#[N:8])=[CH:4][C:3]=1[O:11][C:12]([F:13])([F:14])[F:15]. Given the reactants [OH:1][C:2]1[CH:10]=[CH:9][C:5]([C:6]([NH2:8])=O)=[CH:4][C:3]=1[O:11][C:12]([F:15])([F:14])[F:13].N1C(Cl)=NC(Cl)=NC=1Cl.O, predict the reaction product. (3) The product is: [CH3:27][CH:26]([CH3:28])[CH2:25][CH2:24][O:1][C:2]1[CH:7]=[C:6]([C:8]2[CH:13]=[CH:12][CH:11]=[CH:10][CH:9]=2)[N:5]=[C:4]([C:14]([O:16][CH2:7][CH2:6][CH:8]([CH3:13])[CH3:9])=[O:15])[CH:3]=1. Given the reactants [O:1]=[C:2]1[CH:7]=[C:6]([C:8]2[CH:13]=[CH:12][CH:11]=[CH:10][CH:9]=2)[NH:5][C:4]([C:14]([OH:16])=[O:15])=[CH:3]1.C(=O)([O-])[O-].[K+].[K+].Br[CH2:24][CH2:25][CH:26]([CH3:28])[CH3:27].O, predict the reaction product. (4) Given the reactants Br[CH2:2][C:3]1[N:8]=[C:7]([N+:9]([O-:11])=[O:10])[C:6]([C:12]2[CH:17]=[CH:16][C:15]([O:18][CH3:19])=[CH:14][C:13]=2[C:20]([F:23])([F:22])[F:21])=[CH:5][CH:4]=1.[F:24][C:25]1[C:30]([F:31])=[CH:29][CH:28]=[CH:27][C:26]=1[C:32]1[N:40]=[C:35]2[CH:36]=[N:37][NH:38][CH:39]=[C:34]2[N:33]=1, predict the reaction product. The product is: [F:24][C:25]1[C:30]([F:31])=[CH:29][CH:28]=[CH:27][C:26]=1[C:32]1[N:40]=[C:35]2[CH:36]=[N:37][N:38]([CH2:2][C:3]3[CH:4]=[CH:5][C:6]([C:12]4[CH:17]=[CH:16][C:15]([O:18][CH3:19])=[CH:14][C:13]=4[C:20]([F:23])([F:22])[F:21])=[C:7]([N+:9]([O-:11])=[O:10])[N:8]=3)[CH:39]=[C:34]2[N:33]=1. (5) Given the reactants [C:1]1([C:7]2[CH:8]=[CH:9][C:10]3[NH:16][C:15](=[O:17])[CH:14]([NH:18][C:19](=[O:38])[C@@H:20]([C@H:23]4[C@@H:28]([OH:29])[C@@H:27](/[CH:30]=[CH:31]/[C:32]([CH3:35])([CH3:34])[CH3:33])[O:26]C(C)(C)[O:24]4)[O:21][CH3:22])[CH2:13][CH2:12][C:11]=3[CH:39]=2)[CH:6]=[CH:5][CH:4]=[CH:3][CH:2]=1.[OH-].[Na+], predict the reaction product. The product is: [C:1]1([C:7]2[CH:8]=[CH:9][C:10]3[NH:16][C:15](=[O:17])[CH:14]([NH:18][C:19](=[O:38])[C@H:20]([O:21][CH3:22])[C@H:23]([OH:24])[C@@H:28]([OH:29])[C@H:27]([OH:26])/[CH:30]=[CH:31]/[C:32]([CH3:35])([CH3:33])[CH3:34])[CH2:13][CH2:12][C:11]=3[CH:39]=2)[CH:6]=[CH:5][CH:4]=[CH:3][CH:2]=1.